Predict the reactants needed to synthesize the given product. From a dataset of Full USPTO retrosynthesis dataset with 1.9M reactions from patents (1976-2016). Given the product [C:1]([O:5][C:6](=[O:17])[NH:7][C:8]([CH3:16])([CH3:15])[CH2:9][CH2:10][CH2:11][N+:12]([O-:14])=[O:13])([CH3:4])([CH3:2])[CH3:3], predict the reactants needed to synthesize it. The reactants are: [C:1]([O:5][C:6](=[O:17])[NH:7][C:8]([CH3:16])([CH3:15])[CH2:9][CH:10]=[CH:11][N+:12]([O-:14])=[O:13])([CH3:4])([CH3:3])[CH3:2].[BH4-].[Na+].